This data is from Forward reaction prediction with 1.9M reactions from USPTO patents (1976-2016). The task is: Predict the product of the given reaction. (1) Given the reactants [OH:1][C@H:2]([CH3:6])[C:3]([NH2:5])=O.F[B-](F)(F)F.C([O+](CC)CC)C.N[C:20]1[C:21]([NH:29][C@H:30]2[CH2:35][CH2:34][CH2:33][N:32]([C:36]([O:38][C:39]([CH3:42])([CH3:41])[CH3:40])=[O:37])[CH2:31]2)=[C:22]2[S:28][CH:27]=[CH:26][C:23]2=[N:24][CH:25]=1, predict the reaction product. The product is: [OH:1][C@@H:2]([C:3]1[N:29]([C@H:30]2[CH2:35][CH2:34][CH2:33][N:32]([C:36]([O:38][C:39]([CH3:42])([CH3:41])[CH3:40])=[O:37])[CH2:31]2)[C:21]2=[C:22]3[S:28][CH:27]=[CH:26][C:23]3=[N:24][CH:25]=[C:20]2[N:5]=1)[CH3:6]. (2) Given the reactants [NH2:1][C:2]1[NH:3][C:4]2[CH:10]=[CH:9][CH:8]=[CH:7][C:5]=2[N:6]=1.[Cl:11][C:12]1[CH:19]=[CH:18][C:15]([CH2:16]Cl)=[CH:14][CH:13]=1, predict the reaction product. The product is: [Cl:11][C:12]1[CH:19]=[CH:18][C:15]([CH2:16][N:3]2[C:4]3[CH:10]=[CH:9][CH:8]=[CH:7][C:5]=3[N:6]([CH2:16][C:15]3[CH:18]=[CH:19][C:12]([Cl:11])=[CH:13][CH:14]=3)[C:2]2=[NH:1])=[CH:14][CH:13]=1. (3) The product is: [C:72]([O:76][C:77]([NH:79][CH2:80][CH2:81][NH:82][C:31](=[O:32])[CH2:30][O:29][C:28]1[CH:27]=[C:26]([C@@:18]([OH:25])([C:19]2[CH:24]=[CH:23][CH:22]=[CH:21][CH:20]=2)[C:17]([O:16][CH2:15][CH:12]2[CH2:13][CH2:14][N:9]([CH2:2][C:3]3[CH:4]=[CH:5][CH:6]=[CH:7][CH:8]=3)[CH2:10][CH2:11]2)=[O:37])[CH:36]=[CH:35][CH:34]=1)=[O:78])([CH3:75])([CH3:74])[CH3:73]. Given the reactants Cl.[CH2:2]([N:9]1[CH2:14][CH2:13][CH:12]([CH2:15][O:16][C:17](=[O:37])[C@:18]([C:26]2[CH:27]=[C:28]([CH:34]=[CH:35][CH:36]=2)[O:29][CH2:30][C:31](O)=[O:32])([OH:25])[C:19]2[CH:24]=[CH:23][CH:22]=[CH:21][CH:20]=2)[CH2:11][CH2:10]1)[C:3]1[CH:8]=[CH:7][CH:6]=[CH:5][CH:4]=1.CCN(C(C)C)C(C)C.CN(C(ON1N=NC2C=CC=NC1=2)=[N+](C)C)C.F[P-](F)(F)(F)(F)F.Cl.[C:72]([O:76][C:77]([NH:79][CH2:80][CH2:81][NH2:82])=[O:78])([CH3:75])([CH3:74])[CH3:73], predict the reaction product.